From a dataset of Reaction yield outcomes from USPTO patents with 853,638 reactions. Predict the reaction yield, written as a fraction of the theoretical maximum amount of product (1.0 means a 100% yield; for example, 0.34 means a 34% yield). (1) The reactants are [C:1]1([NH2:11])[C:10]2[CH2:9][CH2:8][CH2:7][CH2:6][C:5]=2[CH:4]=[CH:3][CH:2]=1.N1C2C(=CC=C3CCCC3=2)[C:14](=[O:24])[C:13]1=[O:25]. No catalyst specified. The product is [CH:7]1[CH:6]=[C:5]2[CH:4]=[CH:3][C:2]3[C:13](=[O:25])[C:14](=[O:24])[NH:11][C:1]=3[C:10]2=[CH:9][CH:8]=1. The yield is 0.540. (2) The reactants are [C:1]([O:4][C:5]1[CH:10]=[CH:9][CH:8]=[CH:7][C:6]=1[C:11](=[O:23])[NH:12][C:13]1[CH:18]=[CH:17][CH:16]=[C:15](C(F)(F)F)[CH:14]=1)(=[O:3])[CH3:2].Cl.[CH3:25][S:26](C1C=CC(N)=CC=1)(=[O:28])=[O:27].CCN(C(C)C)C(C)C. No catalyst specified. The product is [C:1]([O:4][C:5]1[CH:10]=[CH:9][CH:8]=[CH:7][C:6]=1[C:11](=[O:23])[NH:12][C:13]1[CH:18]=[CH:17][C:16]([S:26]([CH3:25])(=[O:28])=[O:27])=[CH:15][CH:14]=1)(=[O:3])[CH3:2]. The yield is 0.690.